From a dataset of Reaction yield outcomes from USPTO patents with 853,638 reactions. Predict the reaction yield, written as a fraction of the theoretical maximum amount of product (1.0 means a 100% yield; for example, 0.34 means a 34% yield). (1) The reactants are [CH3:1][C:2]1[CH2:7][CH2:6][CH2:5][C:4]([CH3:9])([CH3:8])[C:3]=1/[CH:10]=[CH:11]/[C:12](/[CH3:22])=[CH:13]/[CH:14]=[CH:15]/[C:16](/[CH3:21])=[CH:17]/[C:18]([OH:20])=O.CCN(CC)CC.[NH2:30][C:31]1[CH:36]=[CH:35][C:34]([OH:37])=[CH:33][CH:32]=1.Cl. The catalyst is N1C=CC=CC=1.CC#N. The product is [CH3:1][C:2]1[CH2:7][CH2:6][CH2:5][C:4]([CH3:8])([CH3:9])[C:3]=1/[CH:10]=[CH:11]/[C:12](/[CH3:22])=[CH:13]/[CH:14]=[CH:15]/[C:16](/[CH3:21])=[CH:17]/[C:18]([NH:30][C:31]1[CH:32]=[CH:33][C:34]([OH:37])=[CH:35][CH:36]=1)=[O:20]. The yield is 0.970. (2) The reactants are [F:1][C:2]1[CH:7]=[CH:6][C:5]([C:8]#[C:9][CH2:10]O)=[CH:4][CH:3]=1.C1(P(C2C=CC=CC=2)C2C=CC=CC=2)C=CC=CC=1.C(Br)(Br)(Br)[Br:32]. The catalyst is C(Cl)Cl. The product is [Br:32][CH2:10][C:9]#[C:8][C:5]1[CH:6]=[CH:7][C:2]([F:1])=[CH:3][CH:4]=1. The yield is 0.990. (3) The reactants are C(OC([N:8]1[CH2:13][CH2:12][CH:11]([C:14]2[CH:35]=[CH:34][C:17]3[C:18]4[N:22]([CH2:23][CH2:24][O:25][C:16]=3[CH:15]=2)[CH:21]=[C:20]([C:26]2[N:27]([CH:31]([CH3:33])[CH3:32])[N:28]=[CH:29][N:30]=2)[N:19]=4)[CH2:10][CH2:9]1)=O)(C)(C)C.[C:36]([OH:42])([C:38]([F:41])([F:40])[F:39])=[O:37]. The catalyst is C(Cl)Cl. The product is [F:39][C:38]([F:41])([F:40])[C:36]([OH:42])=[O:37].[CH:31]([N:27]1[C:26]([C:20]2[N:19]=[C:18]3[N:22]([CH2:23][CH2:24][O:25][C:16]4[CH:15]=[C:14]([CH:11]5[CH2:12][CH2:13][NH:8][CH2:9][CH2:10]5)[CH:35]=[CH:34][C:17]=43)[CH:21]=2)=[N:30][CH:29]=[N:28]1)([CH3:33])[CH3:32]. The yield is 1.00.